Predict the reaction yield, written as a fraction of the theoretical maximum amount of product (1.0 means a 100% yield; for example, 0.34 means a 34% yield). From a dataset of Reaction yield outcomes from USPTO patents with 853,638 reactions. (1) The reactants are C(OC([N:8]1[CH2:11][CH:10]([C:12]2[C:21]([N:22]3[CH2:27][CH2:26][CH:25]([CH2:28][OH:29])[CH2:24][CH2:23]3)=[N:20][C:19]3[C:14](=[CH:15][CH:16]=[CH:17][CH:18]=3)[N:13]=2)[CH2:9]1)=O)(C)(C)C.[ClH:30].CO. No catalyst specified. The product is [ClH:30].[NH:8]1[CH2:9][CH:10]([C:12]2[C:21]([N:22]3[CH2:23][CH2:24][CH:25]([CH2:28][OH:29])[CH2:26][CH2:27]3)=[N:20][C:19]3[C:14]([N:13]=2)=[CH:15][CH:16]=[CH:17][CH:18]=3)[CH2:11]1. The yield is 0.990. (2) The reactants are [Br:1][C:2]1[N:3]=[C:4]([NH:9][CH2:10][C:11]2[CH:12]=[C:13]3[C:18](=[CH:19][CH:20]=2)[N:17]=[CH:16][N:15]=[CH:14]3)[C:5]([NH2:8])=[N:6][CH:7]=1.[N:21](OCCC(C)C)=O. The catalyst is CN(C=O)C.CO. The product is [Br:1][C:2]1[N:3]=[C:4]2[N:9]([CH2:10][C:11]3[CH:12]=[C:13]4[C:18](=[CH:19][CH:20]=3)[N:17]=[CH:16][N:15]=[CH:14]4)[N:21]=[N:8][C:5]2=[N:6][CH:7]=1. The yield is 0.130. (3) The catalyst is ClCCl. The reactants are [Br:1][C:2]1[CH:7]=[CH:6][C:5]([CH:8]2[CH2:13][CH2:12][NH:11][CH2:10][CH2:9]2)=[CH:4][CH:3]=1.C(N(CC)CC)C.[C:21](OC(=O)C)(=[O:23])[CH3:22]. The yield is 0.600. The product is [Br:1][C:2]1[CH:7]=[CH:6][C:5]([CH:8]2[CH2:9][CH2:10][N:11]([C:21](=[O:23])[CH3:22])[CH2:12][CH2:13]2)=[CH:4][CH:3]=1. (4) The reactants are C[O:2][C:3](=[O:35])[CH2:4][C:5]1[CH:14]=[C:13]([CH:15]2[CH2:20][CH2:19][N:18]([S:21]([C:24]3[CH:29]=[CH:28][CH:27]=[C:26]([S:30]([CH3:33])(=[O:32])=[O:31])[CH:25]=3)(=[O:23])=[O:22])[CH2:17][CH2:16]2)[C:12]2[C:7](=[CH:8][CH:9]=[C:10]([F:34])[CH:11]=2)[CH:6]=1.O.[OH-].[Li+]. The catalyst is C1COCC1.O. The product is [F:34][C:10]1[CH:11]=[C:12]2[C:7](=[CH:8][CH:9]=1)[CH:6]=[C:5]([CH2:4][C:3]([OH:35])=[O:2])[CH:14]=[C:13]2[CH:15]1[CH2:16][CH2:17][N:18]([S:21]([C:24]2[CH:29]=[CH:28][CH:27]=[C:26]([S:30]([CH3:33])(=[O:32])=[O:31])[CH:25]=2)(=[O:22])=[O:23])[CH2:19][CH2:20]1. The yield is 0.800. (5) The reactants are [Br:1][C:2]1[N:7]=[C:6]2[N:8]([CH2:14][C:15]3[C:20]([F:21])=[CH:19][CH:18]=[C:17]([F:22])[C:16]=3[Cl:23])[C:9](=O)[C:10](=O)[NH:11][C:5]2=[N:4][CH:3]=1.S(C)C. The product is [Br:1][C:2]1[N:7]=[C:6]2[N:8]([CH2:14][C:15]3[C:20]([F:21])=[CH:19][CH:18]=[C:17]([F:22])[C:16]=3[Cl:23])[CH2:9][CH2:10][NH:11][C:5]2=[N:4][CH:3]=1. The catalyst is C1COCC1. The yield is 0.200. (6) The reactants are [CH3:1][O:2][C:3]([C:5]1[CH:6]=[C:7]([C:12]2[CH:17]=[CH:16][C:15]([CH3:18])=[CH:14][CH:13]=2)[CH:8]=[C:9]([NH2:11])[CH:10]=1)=[O:4].[N-:19]=[N+:20]=[N-:21].[Na+].[CH:23](OCC)(OCC)OCC. The catalyst is CC(O)=O. The product is [CH3:1][O:2][C:3]([C:5]1[CH:6]=[C:7]([C:12]2[CH:17]=[CH:16][C:15]([CH3:18])=[CH:14][CH:13]=2)[CH:8]=[C:9]([N:11]2[CH:23]=[N:21][N:20]=[N:19]2)[CH:10]=1)=[O:4]. The yield is 0.920. (7) The reactants are [CH3:1][C:2]1[CH:12]=[C:11]([CH:13]=[CH2:14])[CH:10]=[CH:9][C:3]=1[C:4]([O:6][CH2:7][CH3:8])=[O:5].Br[CH:16]([C:21]1[CH:26]=[C:25]([Cl:27])[CH:24]=[C:23]([Cl:28])[CH:22]=1)[C:17]([F:20])([F:19])[F:18].N1C=CC=CC=1C1C=CC=CN=1. The catalyst is ClC1C=CC=CC=1Cl.[Cu]Cl. The product is [Cl:27][C:25]1[CH:26]=[C:21]([CH:16]([C:17]([F:20])([F:18])[F:19])/[CH:14]=[CH:13]/[C:11]2[CH:10]=[CH:9][C:3]([C:4]([O:6][CH2:7][CH3:8])=[O:5])=[C:2]([CH3:1])[CH:12]=2)[CH:22]=[C:23]([Cl:28])[CH:24]=1. The yield is 0.400.